Dataset: CYP1A2 inhibition data for predicting drug metabolism from PubChem BioAssay. Task: Regression/Classification. Given a drug SMILES string, predict its absorption, distribution, metabolism, or excretion properties. Task type varies by dataset: regression for continuous measurements (e.g., permeability, clearance, half-life) or binary classification for categorical outcomes (e.g., BBB penetration, CYP inhibition). Dataset: cyp1a2_veith. (1) The drug is CCC(CC)c1nnc(NC(=O)c2cccc(S(=O)(=O)N3CCc4ccccc43)c2)s1. The result is 0 (non-inhibitor). (2) The drug is CC(C)C[C@H](N)C(=O)O. The result is 0 (non-inhibitor).